Dataset: Peptide-MHC class II binding affinity with 134,281 pairs from IEDB. Task: Regression. Given a peptide amino acid sequence and an MHC pseudo amino acid sequence, predict their binding affinity value. This is MHC class II binding data. (1) The peptide sequence is WLDAKSTWYGKPTGA. The MHC is HLA-DQA10501-DQB10301 with pseudo-sequence HLA-DQA10501-DQB10301. The binding affinity (normalized) is 0.500. (2) The peptide sequence is EGAIVGEISPLPSLPGHTD. The MHC is DRB1_0701 with pseudo-sequence DRB1_0701. The binding affinity (normalized) is 0.